This data is from Full USPTO retrosynthesis dataset with 1.9M reactions from patents (1976-2016). The task is: Predict the reactants needed to synthesize the given product. (1) Given the product [NH2:17][C:11]1[O:12][CH2:13][C:14]([F:16])([F:15])[C@@:9]2([C:18]3[C:5](=[CH:4][CH:3]=[C:2]([C:30]4[CH:31]=[N:32][CH:33]=[C:34]([CH:37]=4)[C:35]#[N:36])[CH:19]=3)[C:6]([F:21])([F:20])[CH2:7][CH2:8]2)[N:10]=1, predict the reactants needed to synthesize it. The reactants are: Br[C:2]1[CH:19]=[C:18]2[C:5]([C:6]([F:21])([F:20])[CH2:7][CH2:8][C@@:9]32[C:14]([F:16])([F:15])[CH2:13][O:12][C:11]([NH2:17])=[N:10]3)=[CH:4][CH:3]=1.CC1(C)C(C)(C)OB([C:30]2[CH:31]=[N:32][CH:33]=[C:34]([CH:37]=2)[C:35]#[N:36])O1. (2) Given the product [F:9][C:3]1[C:2]([C:34]2[CH:35]=[C:36]3[C:49]4([CH2:53][O:52][C:51]([NH2:54])=[N:50]4)[C:45]4([CH2:46][O:47][CH2:48]4)[C:41]4([CH2:44][CH2:43][CH2:42]4)[O:40][C:37]3=[CH:38][CH:39]=2)=[CH:7][C:6]([CH3:8])=[CH:5][N:4]=1, predict the reactants needed to synthesize it. The reactants are: Br[C:2]1[C:3]([F:9])=[N:4][CH:5]=[C:6]([CH3:8])[CH:7]=1.CC1(C)C(C)(C)OB(B2OC(C)(C)C(C)(C)O2)O1.C([O-])(=O)C.[K+].Br[C:34]1[CH:35]=[C:36]2[C:49]3([CH2:53][O:52][C:51]([N:54](C(OC(C)(C)C)=O)C(OC(C)(C)C)=O)=[N:50]3)[C:45]3([CH2:48][O:47][CH2:46]3)[C:41]3([CH2:44][CH2:43][CH2:42]3)[O:40][C:37]2=[CH:38][CH:39]=1.C(=O)([O-])[O-].[Na+].[Na+].C. (3) Given the product [N:1]1[C:10]2[CH:9]=[C:8]3[CH2:11][CH2:12][NH:13][CH2:14][CH2:15][C:7]3=[CH:6][C:5]=2[N:4]=[CH:3][CH:2]=1, predict the reactants needed to synthesize it. The reactants are: [N:1]1[C:10]2[CH:9]=[C:8]3[CH2:11][CH2:12][N:13](C(OC(C)(C)C)=O)[CH2:14][CH2:15][C:7]3=[CH:6][C:5]=2[N:4]=[CH:3][CH:2]=1.Cl.[OH-].[Na+].O. (4) Given the product [C:27]([O:26][C:25]([NH:24][C@@H:17]([C:18]1([CH3:23])[CH2:19][CH2:20][CH2:21][CH2:22]1)[C:16]([OH:32])=[O:37])=[O:31])([CH3:28])([CH3:29])[CH3:30], predict the reactants needed to synthesize it. The reactants are: OO.C([C@H]1COC(=O)N1[C:16](=[O:32])[C@@H:17]([NH:24][C:25](=[O:31])[O:26][C:27]([CH3:30])([CH3:29])[CH3:28])[C:18]1([CH3:23])[CH2:22][CH2:21][CH2:20][CH2:19]1)C1C=CC=CC=1.O.[OH-].[Li+].S([O-])([O-])=[O:37].[Na+].[Na+].C(=O)([O-])O.[Na+].Cl. (5) Given the product [N:1]12[CH2:10][CH:5]3[CH2:6][CH:7]([CH2:9][CH:3]([C@H:4]3[C:21]#[N:22])[CH2:2]1)[CH2:8]2, predict the reactants needed to synthesize it. The reactants are: [N:1]12[CH2:10][CH:5]3[CH2:6][CH:7]([CH2:9][CH:3]([C:4]3=O)[CH2:2]1)[CH2:8]2.C1(C)C=CC(S([CH2:21][N+:22]#[C-])(=O)=O)=CC=1.CC(C)([O-])C.[K+]. (6) Given the product [Cl:1][C:2]1[CH:7]=[CH:6][CH:5]=[CH:4][C:3]=1[N:8]1[C:12]([C:13]2[S:14][C:15]([C:18]3[CH:23]=[CH:22][CH:21]=[C:20]([S:24]([CH3:27])(=[O:25])=[O:26])[CH:19]=3)=[CH:16][CH:17]=2)=[CH:11][C:10]([CH2:28][C:29]([NH:35][CH2:33][CH3:34])=[O:31])=[N:9]1, predict the reactants needed to synthesize it. The reactants are: [Cl:1][C:2]1[CH:7]=[CH:6][CH:5]=[CH:4][C:3]=1[N:8]1[C:12]([C:13]2[S:14][C:15]([C:18]3[CH:23]=[CH:22][CH:21]=[C:20]([S:24]([CH3:27])(=[O:26])=[O:25])[CH:19]=3)=[CH:16][CH:17]=2)=[CH:11][C:10]([CH2:28][C:29]([O:31]C)=O)=[N:9]1.[CH2:33]([NH2:35])[CH3:34].Cl.C(N)C.